Dataset: Catalyst prediction with 721,799 reactions and 888 catalyst types from USPTO. Task: Predict which catalyst facilitates the given reaction. (1) Reactant: C[O:2][C:3]([C:5]1[CH:10]=[CH:9][C:8]([C:11]2[O:12][C:13]([CH3:33])=[C:14]([CH2:16][S:17]([CH:20]3[CH2:25][CH2:24][N:23]([C:26]([O:28][C:29]([CH3:32])([CH3:31])[CH3:30])=[O:27])[CH2:22][CH2:21]3)(=[O:19])=[O:18])[N:15]=2)=[CH:7][CH:6]=1)=[O:4].[OH-].[Na+]. Product: [C:29]([O:28][C:26]([N:23]1[CH2:22][CH2:21][CH:20]([S:17]([CH2:16][C:14]2[N:15]=[C:11]([C:8]3[CH:7]=[CH:6][C:5]([C:3]([OH:4])=[O:2])=[CH:10][CH:9]=3)[O:12][C:13]=2[CH3:33])(=[O:18])=[O:19])[CH2:25][CH2:24]1)=[O:27])([CH3:32])([CH3:30])[CH3:31]. The catalyst class is: 8. (2) Reactant: [OH-:1].[K+].[Cl-].[CH2:4]([N+:11]1([CH3:17])[CH2:16][CH2:15][CH2:14][CH2:13][CH2:12]1)[C:5]1[CH:10]=[CH:9][CH:8]=[CH:7][CH:6]=1. Product: [OH-:1].[CH2:4]([N+:11]1([CH3:17])[CH2:16][CH2:15][CH2:14][CH2:13][CH2:12]1)[C:5]1[CH:10]=[CH:9][CH:8]=[CH:7][CH:6]=1. The catalyst class is: 5.